From a dataset of Catalyst prediction with 721,799 reactions and 888 catalyst types from USPTO. Predict which catalyst facilitates the given reaction. (1) Reactant: [Cl:1][C:2]1[CH:7]=[CH:6][CH:5]=[C:4]([CH3:8])[C:3]=1[S:9]([N:12]([CH2:16][CH2:17][O:18][CH2:19][C:20]([O:22]C(C)(C)C)=[O:21])[CH:13]1[CH2:15][CH2:14]1)(=[O:11])=[O:10].FC(F)(F)C(O)=O. Product: [Cl:1][C:2]1[CH:7]=[CH:6][CH:5]=[C:4]([CH3:8])[C:3]=1[S:9]([N:12]([CH2:16][CH2:17][O:18][CH2:19][C:20]([OH:22])=[O:21])[CH:13]1[CH2:14][CH2:15]1)(=[O:10])=[O:11]. The catalyst class is: 4. (2) Reactant: [C:1]1([O:7][C:8]2[CH:9]=[CH:10][C:11]([C:16]([F:19])([F:18])[F:17])=[C:12]([CH2:14]O)[CH:13]=2)[CH:6]=[CH:5][CH:4]=[CH:3][CH:2]=1.P(Br)(Br)[Br:21].C(=O)(O)[O-].[Na+]. Product: [Br:21][CH2:14][C:12]1[CH:13]=[C:8]([O:7][C:1]2[CH:6]=[CH:5][CH:4]=[CH:3][CH:2]=2)[CH:9]=[CH:10][C:11]=1[C:16]([F:19])([F:18])[F:17]. The catalyst class is: 46.